The task is: Binary Classification. Given a drug SMILES string, predict its activity (active/inactive) in a high-throughput screening assay against a specified biological target.. This data is from Orexin1 receptor HTS with 218,158 compounds and 233 confirmed actives. (1) The result is 0 (inactive). The drug is s1c2c(CCC2)c(c1NC(=O)CN(CC(=O)Nc1c(cccc1C)C)C)C(=O)N. (2) The compound is s1c(C(=O)N2CCC(CC2)C(OC)=O)c(n2c1nc(c2)c1ccc(F)cc1)C. The result is 0 (inactive). (3) The compound is Clc1c(cc(OCC(=O)Nc2ccc(CN3CCCCC3)cc2)cc1)C. The result is 0 (inactive). (4) The drug is O(C(=O)C1CCCN(C1)C(=O)Cn1[nH]cc2c(nc3c2cc(cc3)C)c1=O)CC. The result is 0 (inactive). (5) The drug is O=C(N1CCN(CC1)c1ccccc1)NCc1cc(OC)ccc1. The result is 0 (inactive). (6) The molecule is o1c(c(c2c1cccc2)C)C(=O)N(CCc1cc(OC)c(OC)cc1)C. The result is 0 (inactive). (7) The drug is Brc1c(cc2OCOc2c1)/C=C1/SC(=O)NC1=O. The result is 0 (inactive). (8) The compound is s1c(c2n(nnc2C(=O)NN\C(=C2\C=C(OC)C(=O)C=C2)C)c2nonc2N)ccc1. The result is 0 (inactive). (9) The compound is S1\C(C(=O)N(N\C=C2\C=CC(=O)C=C2)C1=S)=C\c1ccc(O)cc1. The result is 0 (inactive).